From a dataset of Reaction yield outcomes from USPTO patents with 853,638 reactions. Predict the reaction yield, written as a fraction of the theoretical maximum amount of product (1.0 means a 100% yield; for example, 0.34 means a 34% yield). (1) The reactants are [O:1]1[CH:5]=[CH:4][CH2:3][CH2:2]1.C([Li])(C)(C)C.[CH2:11]([Sn:15](Cl)([CH2:20][CH2:21][CH2:22][CH3:23])[CH2:16][CH2:17][CH2:18][CH3:19])[CH2:12][CH2:13][CH3:14]. The catalyst is C1COCC1. The product is [CH2:20]([Sn:15]([CH2:11][CH2:12][CH2:13][CH3:14])([CH2:16][CH2:17][CH2:18][CH3:19])[C:5]1[O:1][CH2:2][CH2:3][CH:4]=1)[CH2:21][CH2:22][CH3:23]. The yield is 0.930. (2) The reactants are [ClH:1].[Cl:2]C1C=CC([C:9]2[C:10]([C:22]([OH:24])=O)=[N:11][CH:12]=[C:13]([C:15]3[CH:20]=[CH:19][CH:18]=[CH:17][C:16]=3[Cl:21])[CH:14]=2)=CC=1OCCCN(C)C.ON1[C:37](=[O:38])[CH2:36][CH2:35][C:34]1=O.CCN=C=N[CH2:45][CH2:46][CH2:47][N:48]([CH3:50])[CH3:49].Cl.CCN([CH:58]([CH3:60])C)C(C)C.[NH2:61][C@H:62]([C:71]([CH3:74])([CH3:73])[CH3:72])[CH2:63][C:64]([O:66]C(C)(C)C)=[O:65].Cl. The catalyst is CN(C=O)C.C(O)=O. The product is [ClH:2].[Cl:1][C:58]1[CH:60]=[CH:34][C:35]([C:12]2[N:11]=[C:10]([C:22]([NH:61][C@H:62]([C:71]([CH3:72])([CH3:73])[CH3:74])[CH2:63][C:64]([OH:66])=[O:65])=[O:24])[CH:9]=[CH:14][C:13]=2[C:15]2[CH:20]=[CH:19][CH:18]=[CH:17][C:16]=2[Cl:21])=[CH:36][C:37]=1[O:38][CH2:45][CH2:46][CH2:47][N:48]([CH3:49])[CH3:50]. The yield is 0.590. (3) The reactants are [CH2:1]([N:8]1[CH2:14][CH:13]([NH:15][C:16](ON2C(=O)CCC2=O)=[O:17])[CH2:12][N:11]([CH2:26][C:27]2[CH:32]=[CH:31][CH:30]=[CH:29][CH:28]=2)[CH2:10][CH2:9]1)[C:2]1[CH:7]=[CH:6][CH:5]=[CH:4][CH:3]=1.[O:33]=[C:34]1[C@@H:40]2[C@@H:36]([CH2:37][CH2:38][NH:39]2)[N:35]1[S:41]([OH:44])(=[O:43])=[O:42].C(=O)(O)[O-].[Na+]. The catalyst is C(#N)C.O. The product is [CH2:26]([N:11]1[CH2:12][CH:13]([NH:15][C:16]([N:39]2[CH2:38][CH2:37][C@@H:36]3[C@H:40]2[C:34](=[O:33])[N:35]3[S:41]([OH:44])(=[O:43])=[O:42])=[O:17])[CH2:14][N:8]([CH2:1][C:2]2[CH:3]=[CH:4][CH:5]=[CH:6][CH:7]=2)[CH2:9][CH2:10]1)[C:27]1[CH:28]=[CH:29][CH:30]=[CH:31][CH:32]=1. The yield is 0.350. (4) The reactants are [Br:1][C:2]1[CH:10]=[CH:9][C:8]([C:11]([O:13]C)=[O:12])=[C:7]2[C:3]=1[CH:4]=[C:5]([I:25])[N:6]2S(C1C=CC(C)=CC=1)(=O)=O.[Li+].[OH-]. The catalyst is CO.C1COCC1.O. The product is [Br:1][C:2]1[CH:10]=[CH:9][C:8]([C:11]([OH:13])=[O:12])=[C:7]2[C:3]=1[CH:4]=[C:5]([I:25])[NH:6]2. The yield is 0.880. (5) The reactants are C(OC([NH:8][C:9]([NH:18][CH2:19][CH2:20][CH2:21][CH2:22][NH:23][C:24]1[N:29]2[N:30]=[C:31]([C:45]3[CH:50]=[CH:49][C:48]([O:51][CH3:52])=[CH:47][CH:46]=3)[C:32]([C:33]3[CH:38]=[CH:37][N:36]=[C:35]([NH:39][CH:40]4[CH2:44][CH2:43][CH2:42][CH2:41]4)[N:34]=3)=[C:28]2[CH:27]=[CH:26][CH:25]=1)=[N:10]C(OC(C)(C)C)=O)=O)(C)(C)C.FC(F)(F)C(O)=O. The catalyst is ClCCl. The product is [CH:40]1([NH:39][C:35]2[N:34]=[C:33]([C:32]3[C:31]([C:45]4[CH:46]=[CH:47][C:48]([O:51][CH3:52])=[CH:49][CH:50]=4)=[N:30][N:29]4[C:24]([NH:23][CH2:22][CH2:21][CH2:20][CH2:19][NH:18][C:9]([NH2:10])=[NH:8])=[CH:25][CH:26]=[CH:27][C:28]=34)[CH:38]=[CH:37][N:36]=2)[CH2:44][CH2:43][CH2:42][CH2:41]1. The yield is 0.330. (6) The reactants are Br[CH2:2][C:3](=[O:13])[CH2:4][CH2:5][C:6]1[CH:11]=[CH:10][C:9]([Br:12])=[CH:8][CH:7]=1.[NH:14]1[CH:18]=[CH:17][N:16]=[CH:15]1. The catalyst is CN(C)C=O.C(OCC)(=O)C. The product is [Br:12][C:9]1[CH:10]=[CH:11][C:6]([CH2:5][CH2:4][C:3](=[O:13])[CH2:2][N:14]2[CH:18]=[CH:17][N:16]=[CH:15]2)=[CH:7][CH:8]=1. The yield is 0.760. (7) The reactants are [CH2:1]([N:3]1[C:11]2[C:6](=[CH:7][CH:8]=[C:9]([O:12][CH3:13])[CH:10]=2)[C:5]([C:14]#[N:15])=[CH:4]1)[CH3:2].Cl.C(N(CC)CC)C.[N-:24]=[N+:25]=[N-:26].[Na+]. The catalyst is C1(C)C=CC=CC=1.C([O-])(O)=O.[Na+]. The product is [CH2:1]([N:3]1[C:11]2[C:6](=[CH:7][CH:8]=[C:9]([O:12][CH3:13])[CH:10]=2)[C:5]([C:14]2[NH:26][N:25]=[N:24][N:15]=2)=[CH:4]1)[CH3:2]. The yield is 0.450.